From a dataset of Reaction yield outcomes from USPTO patents with 853,638 reactions. Predict the reaction yield, written as a fraction of the theoretical maximum amount of product (1.0 means a 100% yield; for example, 0.34 means a 34% yield). (1) The reactants are [CH3:1][C:2]1[CH:7]=[CH:6][C:5]([SH:8])=[CH:4][CH:3]=1.[H-].[Na+].I[CH2:12][C:13]([CH3:16])([CH3:15])[CH3:14]. The catalyst is CN(C=O)C. The product is [CH3:12][C:13]([CH3:16])([CH3:15])[CH2:14][S:8][C:5]1[CH:6]=[CH:7][C:2]([CH3:1])=[CH:3][CH:4]=1. The yield is 0.630. (2) The reactants are [OH-].[K+].C([O:5][C:6](=[O:30])[C:7]([CH3:29])([CH3:28])[CH2:8][CH2:9][CH2:10][CH2:11][CH2:12][C:13](=[O:27])[CH2:14][CH2:15][CH2:16][CH2:17][CH2:18][C:19]([CH3:26])([CH3:25])[C:20]([O:22]CC)=[O:21])C. The catalyst is O.C(O)C. The product is [O:27]=[C:13]([CH2:14][CH2:15][CH2:16][CH2:17][CH2:18][C:19]([CH3:26])([CH3:25])[C:20]([OH:22])=[O:21])[CH2:12][CH2:11][CH2:10][CH2:9][CH2:8][C:7]([CH3:29])([CH3:28])[C:6]([OH:30])=[O:5]. The yield is 0.790. (3) The reactants are C(O)C.Br[CH2:5][CH2:6][CH2:7][CH2:8][CH2:9][CH2:10][O:11][C:12]1[CH:17]=[C:16]([S:18][CH2:19][C:20]([F:23])([F:22])[F:21])[C:15]([CH3:24])=[CH:14][C:13]=1[CH3:25].[S-:26][C:27]#[N:28].[K+].CCCCCC. The catalyst is C(OCC)(=O)C. The product is [S:26]([CH2:5][CH2:6][CH2:7][CH2:8][CH2:9][CH2:10][O:11][C:12]1[CH:17]=[C:16]([S:18][CH2:19][C:20]([F:23])([F:22])[F:21])[C:15]([CH3:24])=[CH:14][C:13]=1[CH3:25])[C:27]#[N:28]. The yield is 0.770. (4) The reactants are O.O.Cl[Sn]Cl.[CH3:6][O:7][C:8]1[CH:9]=[C:10]([C:16]([C:20]2[CH:25]=[CH:24][C:23]([O:26][CH3:27])=[C:22]([N+:28]([O-])=O)[CH:21]=2)=[CH:17]C#N)[CH:11]=[C:12]([O:14][CH3:15])[CH:13]=1.[OH-].[Na+]. The catalyst is C(O)C.C(OCC)(=O)C. The product is [CH3:6][O:7][C:8]1[CH:9]=[C:10]([C:16]([C:20]2[CH:25]=[CH:24][C:23]([O:26][CH3:27])=[C:22]([NH2:28])[CH:21]=2)=[CH2:17])[CH:11]=[C:12]([O:14][CH3:15])[CH:13]=1. The yield is 0.630. (5) The reactants are [F-].C([N+](CCCC)(CCCC)CCCC)CCC.C1(S([N:28]2[C:36]3[C:31](=[CH:32][C:33]([CH:37]([C:47]4[CH:52]=[CH:51][CH:50]=[CH:49][CH:48]=4)[CH2:38][O:39][Si](C(C)(C)C)(C)C)=[CH:34][CH:35]=3)[CH:30]=[C:29]2[C:53]#[N:54])(=O)=O)C=CC=CC=1. No catalyst specified. The product is [OH:39][CH2:38][CH:37]([C:33]1[CH:32]=[C:31]2[C:36](=[CH:35][CH:34]=1)[NH:28][C:29]([C:53]#[N:54])=[CH:30]2)[C:47]1[CH:48]=[CH:49][CH:50]=[CH:51][CH:52]=1. The yield is 0.750. (6) The reactants are [Cl-].O[NH3+:3].[C:4](=[O:7])([O-])[OH:5].[Na+].CS(C)=O.[CH2:13]([C:17]1[N:18]([CH2:36][C:37]2[CH:42]=[CH:41][C:40]([C:43]3[C:44]([C:49]#[N:50])=[CH:45][CH:46]=[CH:47][CH:48]=3)=[CH:39][CH:38]=2)[C:19](=[O:35])[C:20]([C:25]2[CH:26]=[CH:27][C:28]3[O:32][CH:31]([CH3:33])[CH2:30][C:29]=3[CH:34]=2)=[C:21]([CH2:23][CH3:24])[N:22]=1)[CH2:14][CH2:15][CH3:16]. The catalyst is O. The product is [CH2:13]([C:17]1[N:18]([CH2:36][C:37]2[CH:38]=[CH:39][C:40]([C:43]3[CH:48]=[CH:47][CH:46]=[CH:45][C:44]=3[C:49]3[NH:3][C:4](=[O:7])[O:5][N:50]=3)=[CH:41][CH:42]=2)[C:19](=[O:35])[C:20]([C:25]2[CH:26]=[CH:27][C:28]3[O:32][CH:31]([CH3:33])[CH2:30][C:29]=3[CH:34]=2)=[C:21]([CH2:23][CH3:24])[N:22]=1)[CH2:14][CH2:15][CH3:16]. The yield is 0.880. (7) The reactants are [Br:1][C:2]1[C:7]([F:8])=[CH:6][C:5]([C:9]2[C:18]3[C:13](=[CH:14][C:15]([S:19](OC4C(F)=C(F)C(F)=C(F)C=4F)(=[O:21])=[O:20])=[CH:16][CH:17]=3)[N:12]=[CH:11][N:10]=2)=[C:4]([O:34][CH3:35])[CH:3]=1.C1COCC1.[O:41]1[CH:45]=[CH:44][C:43]([NH2:46])=[N:42]1.C[Si]([N-][Si](C)(C)C)(C)C.[Li+]. The catalyst is Cl. The product is [Br:1][C:2]1[C:7]([F:8])=[CH:6][C:5]([C:9]2[C:18]3[C:13](=[CH:14][C:15]([S:19]([NH:46][C:43]4[CH:44]=[CH:45][O:41][N:42]=4)(=[O:20])=[O:21])=[CH:16][CH:17]=3)[N:12]=[CH:11][N:10]=2)=[C:4]([O:34][CH3:35])[CH:3]=1. The yield is 0.890. (8) The reactants are [F:1][C:2]1[CH:7]=[CH:6][C:5]([C:8]2[C:17]([N:18]3[CH2:22][CH2:21][CH2:20][C@H:19]3[CH3:23])=[N:16][C:15]3[C:10](=[CH:11][CH:12]=[C:13]([C:24]([O:26]C)=[O:25])[CH:14]=3)[N:9]=2)=[CH:4][CH:3]=1.[OH-].[Na+].Cl. The catalyst is CO.O. The product is [F:1][C:2]1[CH:7]=[CH:6][C:5]([C:8]2[C:17]([N:18]3[CH2:22][CH2:21][CH2:20][C@H:19]3[CH3:23])=[N:16][C:15]3[C:10](=[CH:11][CH:12]=[C:13]([C:24]([OH:26])=[O:25])[CH:14]=3)[N:9]=2)=[CH:4][CH:3]=1. The yield is 0.320.